Dataset: Reaction yield outcomes from USPTO patents with 853,638 reactions. Task: Predict the reaction yield, written as a fraction of the theoretical maximum amount of product (1.0 means a 100% yield; for example, 0.34 means a 34% yield). The reactants are C([O:3][C:4]([C:6]1[N:7]=[C:8]([C:23]2[CH:28]=[CH:27][C:26]([C:29]([F:32])([F:31])[F:30])=[CH:25][CH:24]=2)[O:9][C:10]=1[C:11]1[CH:16]=[CH:15][C:14]([C:17]2[CH:18]=[N:19][CH:20]=[CH:21][CH:22]=2)=[CH:13][CH:12]=1)=[O:5])C.[OH-].[Na+]. The catalyst is C1COCC1. The product is [N:19]1[CH:20]=[CH:21][CH:22]=[C:17]([C:14]2[CH:15]=[CH:16][C:11]([C:10]3[O:9][C:8]([C:23]4[CH:28]=[CH:27][C:26]([C:29]([F:31])([F:30])[F:32])=[CH:25][CH:24]=4)=[N:7][C:6]=3[C:4]([OH:5])=[O:3])=[CH:12][CH:13]=2)[CH:18]=1. The yield is 0.550.